Dataset: Forward reaction prediction with 1.9M reactions from USPTO patents (1976-2016). Task: Predict the product of the given reaction. (1) Given the reactants C(OC([N:8]1[CH2:40][CH2:39][C:11]2([N:15]([CH3:16])[CH:14]([CH2:17][C:18]3[CH:23]=[CH:22][C:21]([C:24]([CH3:27])([CH3:26])[CH3:25])=[CH:20][CH:19]=3)[N:13]([CH2:28][CH2:29][C:30]3[CH:35]=[CH:34][C:33]([O:36][CH3:37])=[CH:32][CH:31]=3)[C:12]2=[O:38])[CH2:10][CH2:9]1)=O)(C)(C)C.C(O)(C(F)(F)F)=O.C([O-])(O)=O.[Na+], predict the reaction product. The product is: [C:24]([C:21]1[CH:22]=[CH:23][C:18]([CH2:17][CH:14]2[N:13]([CH2:28][CH2:29][C:30]3[CH:35]=[CH:34][C:33]([O:36][CH3:37])=[CH:32][CH:31]=3)[C:12](=[O:38])[C:11]3([CH2:39][CH2:40][NH:8][CH2:9][CH2:10]3)[N:15]2[CH3:16])=[CH:19][CH:20]=1)([CH3:27])([CH3:25])[CH3:26]. (2) Given the reactants [Si:1]([O:8][CH2:9]/[C:10](/[C:24]1[CH:29]=[CH:28][CH:27]=[CH:26][CH:25]=1)=[C:11](/[C:14]1[CH:19]=[CH:18][C:17]([S:20]([CH3:23])(=[O:22])=[O:21])=[CH:16][CH:15]=1)\[CH2:12][OH:13])([C:4]([CH3:7])([CH3:6])[CH3:5])([CH3:3])[CH3:2].[C:30]([NH:37][CH2:38][C:39](O)=[O:40])([O:32][C:33]([CH3:36])([CH3:35])[CH3:34])=[O:31].CCN=C=NCCCN(C)C.Cl.[Cl-].[NH4+], predict the reaction product. The product is: [C:33]([O:32][C:30]([NH:37][CH2:38][C:39]([O:13][CH2:12]/[C:11](/[C:14]1[CH:15]=[CH:16][C:17]([S:20]([CH3:23])(=[O:22])=[O:21])=[CH:18][CH:19]=1)=[C:10](/[C:24]1[CH:25]=[CH:26][CH:27]=[CH:28][CH:29]=1)\[CH2:9][O:8][Si:1]([C:4]([CH3:7])([CH3:6])[CH3:5])([CH3:3])[CH3:2])=[O:40])=[O:31])([CH3:36])([CH3:35])[CH3:34]. (3) Given the reactants C([O:4][C@H:5]1[C@@H:9]([O:10]C(=O)C)[C@H:8]([C:14]2[C:18]3[N:19]=[CH:20][N:21]=[C:22]([Cl:23])[C:17]=3[NH:16][CH:15]=2)[N:7]([C:24]([O:26][C:27]([CH3:30])([CH3:29])[CH3:28])=[O:25])[C@@H:6]1[CH2:31][O:32]C(=O)C)(=O)C.C[O-].[Na+], predict the reaction product. The product is: [Cl:23][C:22]1[C:17]2[NH:16][CH:15]=[C:14]([C@H:8]3[C@H:9]([OH:10])[C@H:5]([OH:4])[C@@H:6]([CH2:31][OH:32])[N:7]3[C:24]([O:26][C:27]([CH3:30])([CH3:29])[CH3:28])=[O:25])[C:18]=2[N:19]=[CH:20][N:21]=1.